This data is from Peptide-MHC class II binding affinity with 134,281 pairs from IEDB. The task is: Regression. Given a peptide amino acid sequence and an MHC pseudo amino acid sequence, predict their binding affinity value. This is MHC class II binding data. (1) The MHC is HLA-DPA10103-DPB10401 with pseudo-sequence HLA-DPA10103-DPB10401. The binding affinity (normalized) is 0.504. The peptide sequence is TLWQRPFVTIKIGGQLKEAL. (2) The peptide sequence is SGMAEATSLDTMTQM. The MHC is HLA-DPA10201-DPB10101 with pseudo-sequence HLA-DPA10201-DPB10101. The binding affinity (normalized) is 0.257. (3) The peptide sequence is IIELFTAKGFTVQEM. The MHC is DRB3_0202 with pseudo-sequence DRB3_0202. The binding affinity (normalized) is 0.206. (4) The peptide sequence is AAYSDQATLLLMSPR. The MHC is DRB1_0101 with pseudo-sequence DRB1_0101. The binding affinity (normalized) is 0.251.